From a dataset of Full USPTO retrosynthesis dataset with 1.9M reactions from patents (1976-2016). Predict the reactants needed to synthesize the given product. (1) Given the product [CH2:1]([N:3]1[CH:7]=[C:6]([C:8]2[S:16][C:15]3[C:10](=[N:11][CH:12]=[CH:13][C:14]=3[O:17][C:18]3[CH:23]=[CH:22][C:21]([NH:24][C:37]([NH:36][C:34](=[O:35])[CH2:33][C:28]4[CH:29]=[CH:30][CH:31]=[CH:32][C:27]=4[F:26])=[O:38])=[CH:20][C:19]=3[F:25])[CH:9]=2)[N:5]=[CH:4]1)[CH3:2], predict the reactants needed to synthesize it. The reactants are: [CH2:1]([N:3]1[CH:7]=[C:6]([C:8]2[S:16][C:15]3[C:10](=[N:11][CH:12]=[CH:13][C:14]=3[O:17][C:18]3[CH:23]=[CH:22][C:21]([NH2:24])=[CH:20][C:19]=3[F:25])[CH:9]=2)[N:5]=[CH:4]1)[CH3:2].[F:26][C:27]1[CH:32]=[CH:31][CH:30]=[CH:29][C:28]=1[CH2:33][C:34]([N:36]=[C:37]=[O:38])=[O:35]. (2) Given the product [CH2:51]([N:58]1[CH2:62][CH:61]([C:63]2[CH:68]=[CH:67][C:66]([Cl:69])=[C:65]([Cl:70])[CH:64]=2)[CH:60]([CH:71]([O:20][C:21]2[CH:28]=[CH:27][C:24]([C:25]#[N:26])=[CH:23][N:22]=2)[CH3:72])[CH2:59]1)[C:52]1[CH:53]=[CH:54][CH:55]=[CH:56][CH:57]=1, predict the reactants needed to synthesize it. The reactants are: C1C=CC(P(C2C=CC=CC=2)C2C=CC=CC=2)=CC=1.[OH:20][C:21]1[CH:28]=[CH:27][C:24]([C:25]#[N:26])=[CH:23][N:22]=1.C1C=CC(COC(/N=N/C(OCC2C=CC=CC=2)=O)=O)=CC=1.[CH2:51]([N:58]1[CH2:62][CH:61]([C:63]2[CH:68]=[CH:67][C:66]([Cl:69])=[C:65]([Cl:70])[CH:64]=2)[CH:60]([CH:71](O)[CH3:72])[CH2:59]1)[C:52]1[CH:57]=[CH:56][CH:55]=[CH:54][CH:53]=1. (3) Given the product [Br:1][C:2]1[C:6]2[CH2:7][N:8]([C:11]([O:13][C:14]([CH3:17])([CH3:16])[CH3:15])=[O:12])[CH2:9][CH2:10][C:5]=2[N:4]([CH2:25][CH:26]2[CH2:28][CH2:27]2)[N:3]=1, predict the reactants needed to synthesize it. The reactants are: [Br:1][C:2]1[C:6]2[CH2:7][N:8]([C:11]([O:13][C:14]([CH3:17])([CH3:16])[CH3:15])=[O:12])[CH2:9][CH2:10][C:5]=2[NH:4][N:3]=1.C([O-])([O-])=O.[Cs+].[Cs+].Br[CH2:25][CH:26]1[CH2:28][CH2:27]1. (4) Given the product [NH2:30][C:29]1[S:28][C:27]([C:39]2[CH2:43][CH2:42][CH2:41][CH:40]=2)=[N:26][C:25]=1[C:23]([NH:22][C:17]1[CH:18]=[N:19][N:20]([CH3:21])[C:16]=1[N:13]1[CH2:14][CH2:15][CH:10]([CH2:9][NH2:8])[CH2:11][CH2:12]1)=[O:24], predict the reactants needed to synthesize it. The reactants are: C(OC([NH:8][CH2:9][CH:10]1[CH2:15][CH2:14][N:13]([C:16]2[N:20]([CH3:21])[N:19]=[CH:18][C:17]=2[NH:22][C:23]([C:25]2[N:26]=[C:27](Br)[S:28][C:29]=2[NH:30]C(=O)OC(C)(C)C)=[O:24])[CH2:12][CH2:11]1)=O)CCC.[C:39]1(B(O)O)[CH2:43][CH2:42][CH2:41][CH:40]=1. (5) Given the product [NH2:20][C:9]1[CH:8]=[C:7]([N:1]2[CH2:2][CH2:3][O:4][CH2:5][CH2:6]2)[CH:19]=[CH:18][C:10]=1[C:11]([O:13][C:14]([CH3:17])([CH3:16])[CH3:15])=[O:12], predict the reactants needed to synthesize it. The reactants are: [N:1]1([C:7]2[CH:19]=[CH:18][C:10]([C:11]([O:13][C:14]([CH3:17])([CH3:16])[CH3:15])=[O:12])=[C:9]([N+:20]([O-])=O)[CH:8]=2)[CH2:6][CH2:5][O:4][CH2:3][CH2:2]1.[H][H]. (6) Given the product [F:6][C:7]([F:18])([F:17])[C:8]1[CH:16]=[CH:15][C:11]([C:12](=[O:13])[CH2:2][CH2:3][CH2:4][CH3:5])=[CH:10][CH:9]=1, predict the reactants needed to synthesize it. The reactants are: [Li][CH2:2][CH2:3][CH2:4][CH3:5].[F:6][C:7]([F:18])([F:17])[C:8]1[CH:16]=[CH:15][C:11]([C:12](Cl)=[O:13])=[CH:10][CH:9]=1. (7) Given the product [C:21]([O:20][C:18](=[O:19])[NH:25][CH:26]1[CH2:31][CH2:30][N:29]([C:2]2[N:7]=[CH:6][N:5]=[C:4]3[NH:8][N:9]=[CH:10][C:3]=23)[CH2:28][CH2:27]1)([CH3:24])([CH3:22])[CH3:23], predict the reactants needed to synthesize it. The reactants are: Cl[C:2]1[N:7]=[CH:6][N:5]=[C:4]2[NH:8][N:9]=[CH:10][C:3]=12.C(N(CC)CC)C.[C:18]([NH:25][CH:26]1[CH2:31][CH2:30][NH:29][CH2:28][CH2:27]1)([O:20][C:21]([CH3:24])([CH3:23])[CH3:22])=[O:19]. (8) The reactants are: CS(O[CH2:6][CH2:7][C@@H:8]1[CH2:17][C:16]2[C:11](=[CH:12][CH:13]=[CH:14][CH:15]=2)[CH2:10][N:9]1[C:18]([O:20][CH2:21][C:22]1[CH:27]=[CH:26][CH:25]=[CH:24][CH:23]=1)=[O:19])(=O)=O.[C-]#[N:29].[Na+].C(OCC)(=O)C.C([O-])(O)=O.[Na+]. Given the product [C:6]([CH2:7][C@@H:8]1[CH2:17][C:16]2[C:11](=[CH:12][CH:13]=[CH:14][CH:15]=2)[CH2:10][N:9]1[C:18]([O:20][CH2:21][C:22]1[CH:27]=[CH:26][CH:25]=[CH:24][CH:23]=1)=[O:19])#[N:29], predict the reactants needed to synthesize it. (9) Given the product [N:13]1([C:10]([C:6]2[CH:5]=[C:4]3[C:9](=[CH:8][CH:7]=2)[NH:1][N:2]=[CH:3]3)=[O:12])[CH2:18][CH2:17][CH2:16][C@@H:15]2[C:19]3[CH:20]=[CH:21][CH:22]=[CH:23][C:24]=3[CH2:25][C@H:14]12, predict the reactants needed to synthesize it. The reactants are: [NH:1]1[C:9]2[C:4](=[CH:5][C:6]([C:10]([OH:12])=O)=[CH:7][CH:8]=2)[CH:3]=[N:2]1.[NH:13]1[CH2:18][CH2:17][CH2:16][C@@H:15]2[C:19]3[CH:20]=[CH:21][CH:22]=[CH:23][C:24]=3[CH2:25][C@H:14]12.F[P-](F)(F)(F)(F)F.N1(OC(N(C)C)=[N+](C)C)C2N=CC=CC=2N=N1.